Dataset: Plasma protein binding rate (PPBR) regression data from AstraZeneca. Task: Regression/Classification. Given a drug SMILES string, predict its absorption, distribution, metabolism, or excretion properties. Task type varies by dataset: regression for continuous measurements (e.g., permeability, clearance, half-life) or binary classification for categorical outcomes (e.g., BBB penetration, CYP inhibition). For this dataset (ppbr_az), we predict Y. (1) The drug is CC(C)NC[C@H](O)COc1cccc2ccccc12. The Y is 86.0 %. (2) The compound is CSCCC(NC(=O)c1cnccn1)c1nc2ccccc2[nH]1. The Y is 60.2 %.